This data is from Full USPTO retrosynthesis dataset with 1.9M reactions from patents (1976-2016). The task is: Predict the reactants needed to synthesize the given product. (1) The reactants are: [Cl:1][C:2]1[N:11]=[CH:10][C:9]2[N:8]([CH2:12][CH:13]3[CH2:17][CH2:16][O:15][CH2:14]3)[C:7](=[O:18])[CH:6]3[CH2:19][O:20][CH2:21][CH2:22][N:5]3[C:4]=2[N:3]=1.IC.[CH3:25]C([O-])(C)C.[Na+]. Given the product [Cl:1][C:2]1[N:11]=[CH:10][C:9]2[N:8]([CH2:12][CH:13]3[CH2:17][CH2:16][O:15][CH2:14]3)[C:7](=[O:18])[C:6]3([CH3:25])[CH2:19][O:20][CH2:21][CH2:22][N:5]3[C:4]=2[N:3]=1, predict the reactants needed to synthesize it. (2) Given the product [CH3:1][CH:2]1[N:7]2[C:8]([C:11]([F:13])([F:12])[F:14])=[N:9][N:10]=[C:6]2[CH2:5][NH:4][CH2:3]1, predict the reactants needed to synthesize it. The reactants are: [CH3:1][C:2]1[N:7]2[C:8]([C:11]([F:14])([F:13])[F:12])=[N:9][N:10]=[C:6]2[CH:5]=[N:4][CH:3]=1.[H][H]. (3) Given the product [F:1][C:2]1[CH:7]=[CH:6][C:5]([F:8])=[CH:4][C:3]=1[C@H:9]1[CH2:13][CH2:12][CH2:11][N:10]1[C:14]1[CH:19]=[CH:18][N:17]2[N:20]=[CH:21][C:22]([C:23]3[N:24]=[N:25][N:26]([CH2:28][C:29]([N:31]4[CH2:36][CH2:35][NH:34][CH2:33][CH2:32]4)=[O:30])[CH:27]=3)=[C:16]2[N:15]=1, predict the reactants needed to synthesize it. The reactants are: [F:1][C:2]1[CH:7]=[CH:6][C:5]([F:8])=[CH:4][C:3]=1[C@H:9]1[CH2:13][CH2:12][CH2:11][N:10]1[C:14]1[CH:19]=[CH:18][N:17]2[N:20]=[CH:21][C:22]([C:23]3[N:24]=[N:25][N:26]([CH2:28][C:29]([N:31]4[CH2:36][CH2:35][N:34](C(OC(C)(C)C)=O)[CH2:33][CH2:32]4)=[O:30])[CH:27]=3)=[C:16]2[N:15]=1.C(O)(C(F)(F)F)=O. (4) The reactants are: [Cl:1][C:2]1[N:7]=[C:6]([C:8]([OH:10])=O)[C:5]([CH3:11])=[CH:4][CH:3]=1.CN(C=O)C.C(Cl)(=O)C(Cl)=O.[NH2:23][C:24]1[C:34]([CH3:35])=[CH:33][C:27]([C:28]([O:30][CH2:31][CH3:32])=[O:29])=[CH:26][C:25]=1[CH3:36].N1C=CC=CC=1. Given the product [Cl:1][C:2]1[N:7]=[C:6]([C:8]([NH:23][C:24]2[C:25]([CH3:36])=[CH:26][C:27]([C:28]([O:30][CH2:31][CH3:32])=[O:29])=[CH:33][C:34]=2[CH3:35])=[O:10])[C:5]([CH3:11])=[CH:4][CH:3]=1, predict the reactants needed to synthesize it.